From a dataset of Full USPTO retrosynthesis dataset with 1.9M reactions from patents (1976-2016). Predict the reactants needed to synthesize the given product. (1) The reactants are: [C:1]([O:5][C:6]([N:8]1[CH2:13][CH2:12][CH2:11][CH:10]([CH2:14][OH:15])[CH2:9]1)=[O:7])([CH3:4])([CH3:3])[CH3:2].C(OCC)C. Given the product [C:1]([O:5][C:6]([N:8]1[CH2:13][CH2:12][CH2:11][CH:10]([CH:14]=[O:15])[CH2:9]1)=[O:7])([CH3:4])([CH3:3])[CH3:2], predict the reactants needed to synthesize it. (2) Given the product [CH2:26]([N:33]1[C:37]2[CH:38]=[CH:39][C:40]3[N:41]([C:42]([CH3:45])=[N:43][N:44]=3)[C:36]=2[CH:35]=[C:34]1[C:46]1[CH:47]=[CH:48][N:49]([C:4]2([CH2:3][C:1]#[N:2])[CH2:5][NH:6][CH2:7]2)[N:50]=1)[C:27]1[CH:28]=[CH:29][CH:30]=[CH:31][CH:32]=1, predict the reactants needed to synthesize it. The reactants are: [C:1]([CH:3]=[C:4]1[CH2:7][N:6](C(OC(C)(C)C)=O)[CH2:5]1)#[N:2].N12CCCN=C1CCCCC2.[CH2:26]([N:33]1[C:37]2[CH:38]=[CH:39][C:40]3[N:41]([C:42]([CH3:45])=[N:43][N:44]=3)[C:36]=2[CH:35]=[C:34]1[C:46]1[NH:50][N:49]=[CH:48][CH:47]=1)[C:27]1[CH:32]=[CH:31][CH:30]=[CH:29][CH:28]=1.Cl.O1CCOCC1. (3) Given the product [CH:33]1([C:30]2[N:31]=[CH:32][C:27]([O:1][C@H:2]3[CH2:19][N:5]4[C:6](=[O:18])[CH2:7][CH2:8][N:9]([C:11]([O:13][C:14]([CH3:15])([CH3:16])[CH3:17])=[O:12])[CH2:10][C@H:4]4[CH2:3]3)=[N:28][CH:29]=2)[CH2:35][CH2:34]1, predict the reactants needed to synthesize it. The reactants are: [OH:1][C@H:2]1[CH2:19][N:5]2[C:6](=[O:18])[CH2:7][CH2:8][N:9]([C:11]([O:13][C:14]([CH3:17])([CH3:16])[CH3:15])=[O:12])[CH2:10][C@H:4]2[CH2:3]1.CC(C)([O-])C.[K+].Br[C:27]1[CH:32]=[N:31][C:30]([CH:33]2[CH2:35][CH2:34]2)=[CH:29][N:28]=1.CO. (4) Given the product [CH3:44][Si:2]([CH3:43])([CH3:1])[CH2:3][CH2:4][O:5][C:6](=[O:42])[CH:7]([CH2:33][CH:34]=[CH:35][CH2:36][P:37]([O:41][CH:79]([C:78]([O:83][CH2:84][CH3:85])=[O:82])[CH3:81])([O:39][CH3:40])=[O:38])[CH2:8][C:9]([CH3:32])=[CH:10][CH2:11][C:12]1[C:13]([O:25][CH2:26][CH2:27][Si:28]([CH3:31])([CH3:30])[CH3:29])=[C:14]2[C:18](=[C:19]([CH3:23])[C:20]=1[O:21][CH3:22])[CH2:17][O:16][C:15]2=[O:24], predict the reactants needed to synthesize it. The reactants are: [CH3:1][Si:2]([CH3:44])([CH3:43])[CH2:3][CH2:4][O:5][C:6](=[O:42])[CH:7]([CH2:33][CH:34]=[CH:35][CH2:36][P:37]([OH:41])([O:39][CH3:40])=[O:38])[CH2:8][C:9]([CH3:32])=[CH:10][CH2:11][C:12]1[C:13]([O:25][CH2:26][CH2:27][Si:28]([CH3:31])([CH3:30])[CH3:29])=[C:14]2[C:18](=[C:19]([CH3:23])[C:20]=1[O:21][CH3:22])[CH2:17][O:16][C:15]2=[O:24].C1CN([P+](ON2N=NC3C=CC=CC2=3)(N2CCCC2)N2CCCC2)CC1.F[P-](F)(F)(F)(F)F.[C:78]([O:83][CH2:84][CH3:85])(=[O:82])[C@H:79]([CH3:81])O.CCN(C(C)C)C(C)C. (5) Given the product [CH2:8]([NH:9][C:10](=[O:12])[CH3:11])[CH2:7][C:1]1[CH:6]=[CH:5][CH:4]=[CH:3][CH:2]=1, predict the reactants needed to synthesize it. The reactants are: [C:1]1([CH2:7][CH2:8][NH2:9])[CH:6]=[CH:5][CH:4]=[CH:3][CH:2]=1.[C:10](Cl)(=[O:12])[CH3:11].O. (6) Given the product [CH2:1]([N:3]1[C:16]2[CH2:15][CH2:14][CH2:13][CH2:12][C:11]=2[C:9]2[C:4]1=[CH:5][CH:6]=[CH:7][CH:8]=2)[CH3:2], predict the reactants needed to synthesize it. The reactants are: [CH2:1]([NH:3][C:4]1[CH:9]=[CH:8][CH:7]=[CH:6][CH:5]=1)[CH3:2].C[C:11]1[CH:12]=[CH:13][CH:14]=[CH:15][C:16]=1C.ClC1CCCCC1=O.